Dataset: Full USPTO retrosynthesis dataset with 1.9M reactions from patents (1976-2016). Task: Predict the reactants needed to synthesize the given product. (1) Given the product [Cl-:29].[CH2:1]([NH+:8]([CH2:9][C:10]1[CH:11]=[CH:12][C:13]([N+:16]([O-:18])=[O:17])=[CH:14][CH:15]=1)[CH2:19][C:20]1[CH:21]=[CH:22][C:23]([N+:26]([O-:28])=[O:27])=[CH:24][CH:25]=1)[C:2]1[CH:7]=[CH:6][CH:5]=[CH:4][CH:3]=1, predict the reactants needed to synthesize it. The reactants are: [CH2:1]([N:8]([CH2:19][C:20]1[CH:25]=[CH:24][C:23]([N+:26]([O-:28])=[O:27])=[CH:22][CH:21]=1)[CH2:9][C:10]1[CH:15]=[CH:14][C:13]([N+:16]([O-:18])=[O:17])=[CH:12][CH:11]=1)[C:2]1[CH:7]=[CH:6][CH:5]=[CH:4][CH:3]=1.[ClH:29]. (2) Given the product [F:24][C:18]1[CH:19]=[CH:20][C:21]([F:23])=[CH:22][C:17]=1[C:7]1[CH2:8][C:9]([CH3:16])([C:10]2[CH:15]=[CH:14][CH:13]=[CH:12][CH:11]=2)[N:5]([C:3]([CH:2]([N:31]2[CH2:32][CH2:33][N:28]([CH3:27])[CH2:29][CH2:30]2)[CH2:25][CH3:26])=[O:4])[N:6]=1, predict the reactants needed to synthesize it. The reactants are: Br[CH:2]([CH2:25][CH3:26])[C:3]([N:5]1[C:9]([CH3:16])([C:10]2[CH:15]=[CH:14][CH:13]=[CH:12][CH:11]=2)[CH2:8][C:7]([C:17]2[CH:22]=[C:21]([F:23])[CH:20]=[CH:19][C:18]=2[F:24])=[N:6]1)=[O:4].[CH3:27][N:28]1[CH2:33][CH2:32][NH:31][CH2:30][CH2:29]1. (3) Given the product [CH3:15][O:16][C:17]([C:19]1[O:11][C:9]([NH:8][C:6]2[CH:7]=[C:2]([NH2:1])[CH:3]=[CH:4][C:5]=2[CH3:12])=[N:21][CH:20]=1)=[O:18], predict the reactants needed to synthesize it. The reactants are: [NH2:1][C:2]1[CH:3]=[CH:4][C:5]([CH3:12])=[C:6]([NH:8][C:9](=[O:11])C)[CH:7]=1.[H-].[Na+].[CH3:15][O:16][C:17]([C:19]1OC(Cl)=[N:21][CH:20]=1)=[O:18]. (4) Given the product [CH2:1]([O:3][C:4]([CH:6]([C:17](=[O:21])[CH:18]([CH3:20])[CH3:19])[CH2:7][C:8]1[CH:16]=[CH:15][C:11]([C:12]([OH:14])=[O:13])=[CH:10][CH:9]=1)=[O:5])[CH3:2], predict the reactants needed to synthesize it. The reactants are: [CH2:1]([O:3][C:4]([C:6]([C:17](=[O:21])[CH:18]([CH3:20])[CH3:19])=[CH:7][C:8]1[CH:16]=[CH:15][C:11]([C:12]([OH:14])=[O:13])=[CH:10][CH:9]=1)=[O:5])[CH3:2]. (5) The reactants are: [Cl:1][C:2]1[CH:10]=[CH:9][C:5]([C:6]([OH:8])=O)=[CH:4][N:3]=1.C(N(CC)C(C)C)(C)C.[NH2:20][CH2:21][C:22]1[C:31](=[O:32])[C:30]2[C:25](=[CH:26][C:27]([Cl:33])=[CH:28][CH:29]=2)[N:24]([C:34]2[CH:39]=[CH:38][CH:37]=[CH:36][CH:35]=2)[CH:23]=1. Given the product [Cl:1][C:2]1[CH:10]=[CH:9][C:5]([C:6]([NH:20][CH2:21][C:22]2[C:31](=[O:32])[C:30]3[C:25](=[CH:26][C:27]([Cl:33])=[CH:28][CH:29]=3)[N:24]([C:34]3[CH:35]=[CH:36][CH:37]=[CH:38][CH:39]=3)[CH:23]=2)=[O:8])=[CH:4][N:3]=1, predict the reactants needed to synthesize it.